Task: Regression. Given a peptide amino acid sequence and an MHC pseudo amino acid sequence, predict their binding affinity value. This is MHC class II binding data.. Dataset: Peptide-MHC class II binding affinity with 134,281 pairs from IEDB (1) The peptide sequence is PATPAAPGAGYTPAT. The MHC is HLA-DPA10301-DPB10402 with pseudo-sequence HLA-DPA10301-DPB10402. The binding affinity (normalized) is 0. (2) The peptide sequence is GELQIVDKIDAAFCI. The MHC is DRB1_0404 with pseudo-sequence DRB1_0404. The binding affinity (normalized) is 0.411. (3) The peptide sequence is LVGPTPVNIIGRNLLTQIGC. The MHC is DRB1_0802 with pseudo-sequence DRB1_0802. The binding affinity (normalized) is 0.571. (4) The peptide sequence is THDMCPDVMSAGESKHGL. The MHC is DRB1_1501 with pseudo-sequence DRB1_1501. The binding affinity (normalized) is 0. (5) The peptide sequence is DFREFSRAKGLNQEI. The MHC is DRB3_0202 with pseudo-sequence DRB3_0202. The binding affinity (normalized) is 0.281.